Dataset: Full USPTO retrosynthesis dataset with 1.9M reactions from patents (1976-2016). Task: Predict the reactants needed to synthesize the given product. Given the product [C:13]1([C:19]2[C:20]3[CH:33]=[CH:32][CH:31]=[CH:30][C:21]=3[S:22][C:23]=2[CH2:24][N:3]2[C:7]3=[N:8][CH:9]=[N:10][C:11]([NH2:12])=[C:6]3[CH:5]=[N:4]2)[CH:14]=[CH:15][CH:16]=[CH:17][CH:18]=1, predict the reactants needed to synthesize it. The reactants are: [H-].[Na+].[NH:3]1[C:7]2=[N:8][CH:9]=[N:10][C:11]([NH2:12])=[C:6]2[CH:5]=[N:4]1.[C:13]1([C:19]2[C:20]3[CH:33]=[CH:32][CH:31]=[CH:30][C:21]=3[S:22][C:23]=2[CH2:24]OS(C)(=O)=O)[CH:18]=[CH:17][CH:16]=[CH:15][CH:14]=1.